From a dataset of Forward reaction prediction with 1.9M reactions from USPTO patents (1976-2016). Predict the product of the given reaction. (1) Given the reactants [Br:1][C:2]1[CH:3]=[C:4]2[C:8](=[CH:9][CH:10]=1)[NH:7][C:6](=[O:11])[C:5]2=O.[NH:13]([C:15](=[O:28])[CH2:16][O:17][C:18]1[CH:27]=[CH:26][C:21]([C:22]([O:24][CH3:25])=[O:23])=[CH:20][CH:19]=1)[NH2:14], predict the reaction product. The product is: [Br:1][C:2]1[CH:3]=[C:4]2[C:8](=[CH:9][CH:10]=1)[NH:7][C:6](=[O:11])[C:5]2=[N:14][NH:13][C:15](=[O:28])[CH2:16][O:17][C:18]1[CH:27]=[CH:26][C:21]([C:22]([O:24][CH3:25])=[O:23])=[CH:20][CH:19]=1. (2) The product is: [O:27]=[CH:66][C@@H:65]([C@H:64]([C@@H:63]([C@@H:62]([CH2:61][OH:60])[OH:70])[OH:67])[OH:69])[OH:68]. Given the reactants NCCCNCCCCNCCCN.C([O-])(=[O:27])CCCCCCCCCCC.[Na+].[OH-].[Na+].CC(=CCC/C(=C/CO)/C)C.CCCCCCCCCCCCCCCC([O:60][CH2:61][CH:62]([OH:70])[C@H:63]1[O:67][CH2:66][C@H:65]([OH:68])[C@H:64]1[OH:69])=O, predict the reaction product. (3) Given the reactants [CH3:1][O:2][CH2:3][CH2:4][CH2:5][CH2:6][N:7]1[C:15]2[C:14](=[O:16])[CH2:13][CH2:12][CH2:11][C:10]=2[CH:9]=[C:8]1[C:17]([OH:19])=O.[CH3:20][CH:21]([CH3:45])[CH2:22][NH:23][C@H:24]1[CH2:29][C@@H:28]([C:30]([N:32]2[CH2:37][CH2:36][O:35][CH2:34][CH2:33]2)=[O:31])[CH2:27][N:26]([C:38]([O:40][C:41]([CH3:44])([CH3:43])[CH3:42])=[O:39])[CH2:25]1.C(N(CC)C(C)C)(C)C.F[P-](F)(F)(F)(F)F.ClC(N(C)C)=[N+](C)C, predict the reaction product. The product is: [CH3:1][O:2][CH2:3][CH2:4][CH2:5][CH2:6][N:7]1[C:15]2[C:14](=[O:16])[CH2:13][CH2:12][CH2:11][C:10]=2[CH:9]=[C:8]1[C:17]([N:23]([CH2:22][CH:21]([CH3:45])[CH3:20])[C@H:24]1[CH2:29][C@@H:28]([C:30]([N:32]2[CH2:37][CH2:36][O:35][CH2:34][CH2:33]2)=[O:31])[CH2:27][N:26]([C:38]([O:40][C:41]([CH3:42])([CH3:43])[CH3:44])=[O:39])[CH2:25]1)=[O:19]. (4) Given the reactants [Cl:1][C:2]1[CH:7]=[C:6]([Cl:8])[CH:5]=[CH:4][C:3]=1[C:9]1[N:10]=[C:11](/[CH:16]=[CH:17]/[C:18]2[CH:23]=[CH:22][C:21]([C:24]3[CH:29]=[CH:28][C:27]([OH:30])=[CH:26][CH:25]=3)=[CH:20][CH:19]=2)[N:12]([CH2:14][CH3:15])[CH:13]=1.C[O:32][C:33](=[O:39])[CH2:34][CH2:35][CH:36](Br)[CH3:37], predict the reaction product. The product is: [Cl:1][C:2]1[CH:7]=[C:6]([Cl:8])[CH:5]=[CH:4][C:3]=1[C:9]1[N:10]=[C:11](/[CH:16]=[CH:17]/[C:18]2[CH:23]=[CH:22][C:21]([C:24]3[CH:25]=[CH:26][C:27]([O:30][CH:36]([CH3:37])[CH2:35][CH2:34][C:33]([OH:39])=[O:32])=[CH:28][CH:29]=3)=[CH:20][CH:19]=2)[N:12]([CH2:14][CH3:15])[CH:13]=1.